From a dataset of Forward reaction prediction with 1.9M reactions from USPTO patents (1976-2016). Predict the product of the given reaction. (1) Given the reactants [NH2:1][CH:2]1[N:8]=[C:7]([CH:9]([CH3:11])[CH3:10])[C:6]2[CH:12]=[CH:13][CH:14]=[CH:15][C:5]=2[NH:4][C:3]1=[O:16].[C:17](O[C:17]([O:19][C:20]([CH3:23])([CH3:22])[CH3:21])=[O:18])([O:19][C:20]([CH3:23])([CH3:22])[CH3:21])=[O:18], predict the reaction product. The product is: [C:20]([O:19][C:17]([NH:1][CH:2]1[N:8]=[C:7]([CH:9]([CH3:11])[CH3:10])[C:6]2[CH:12]=[CH:13][CH:14]=[CH:15][C:5]=2[NH:4][C:3]1=[O:16])=[O:18])([CH3:23])([CH3:22])[CH3:21]. (2) Given the reactants [F:1][C:2]([F:7])([F:6])[C:3]([OH:5])=[O:4].[F:8][C:9]([F:14])([F:13])[C:10]([OH:12])=[O:11].FC(F)(F)C(O)=O.[Cl:22][C:23]1[CH:24]=[N:25][C:26]2[NH:27][C:28]3[CH:29]=[N:30][CH:31]=[C:32]([CH:54]=3)[CH2:33][CH2:34][C:35]3[CH:43]=[C:39]([NH:40][C:41]=1[N:42]=2)[CH:38]=[CH:37][C:36]=3[NH:44][C:45](=[O:53])[CH2:46][CH:47]1[CH2:52][CH2:51][NH:50][CH2:49][CH2:48]1.[CH3:55][N:56]([CH3:61])[S:57](Cl)(=[O:59])=[O:58], predict the reaction product. The product is: [F:1][C:2]([F:7])([F:6])[C:3]([OH:5])=[O:4].[F:8][C:9]([F:14])([F:13])[C:10]([OH:12])=[O:11].[Cl:22][C:23]1[CH:24]=[N:25][C:26]2[NH:27][C:28]3[CH:29]=[N:30][CH:31]=[C:32]([CH:54]=3)[CH2:33][CH2:34][C:35]3[CH:43]=[C:39]([NH:40][C:41]=1[N:42]=2)[CH:38]=[CH:37][C:36]=3[NH:44][C:45](=[O:53])[CH2:46][CH:47]1[CH2:52][CH2:51][N:50]([S:57]([N:56]([CH3:61])[CH3:55])(=[O:59])=[O:58])[CH2:49][CH2:48]1.